From a dataset of Full USPTO retrosynthesis dataset with 1.9M reactions from patents (1976-2016). Predict the reactants needed to synthesize the given product. (1) Given the product [CH3:33][N:32]([S:29]([N:6]([CH2:5][C:4]([OH:35])=[O:3])[CH2:7][C:8]1[CH:13]=[CH:12][CH:11]=[C:10]([O:14][CH2:15][C:16]2[N:17]=[C:18]([C:22]3[CH:23]=[CH:24][C:25]([CH3:28])=[CH:26][CH:27]=3)[O:19][C:20]=2[CH3:21])[CH:9]=1)(=[O:30])=[O:31])[CH3:34], predict the reactants needed to synthesize it. The reactants are: C([O:3][C:4](=[O:35])[CH2:5][N:6]([S:29]([N:32]([CH3:34])[CH3:33])(=[O:31])=[O:30])[CH2:7][C:8]1[CH:13]=[CH:12][CH:11]=[C:10]([O:14][CH2:15][C:16]2[N:17]=[C:18]([C:22]3[CH:27]=[CH:26][C:25]([CH3:28])=[CH:24][CH:23]=3)[O:19][C:20]=2[CH3:21])[CH:9]=1)C.O.[OH-].[Li+]. (2) Given the product [O:12]=[C:13]1[C:18]([C:19]([Cl:10])=[O:20])=[CH:17][CH:16]=[C:15]([C:22]([F:25])([F:24])[F:23])[N:14]1[CH2:26][C:27]1[CH:32]=[CH:31][CH:30]=[CH:29][CH:28]=1, predict the reactants needed to synthesize it. The reactants are: C1(C)C=CC=CC=1.S(Cl)([Cl:10])=O.[O:12]=[C:13]1[C:18]([C:19](O)=[O:20])=[CH:17][CH:16]=[C:15]([C:22]([F:25])([F:24])[F:23])[N:14]1[CH2:26][C:27]1[CH:32]=[CH:31][CH:30]=[CH:29][CH:28]=1. (3) Given the product [C:42]([O:41][C:39]([N:31]([C:32]([O:34][C:35]([CH3:36])([CH3:38])[CH3:37])=[O:33])[C@@H:29]([C:27]1[CH:28]=[C:23]([Cl:22])[CH:24]=[CH:25][C:26]=1[CH2:46][NH:2][C:3]1[CH:7]=[CH:6][NH:5][C:4]=1[C:8]([O:10][CH2:11][CH3:12])=[O:9])[CH3:30])=[O:40])([CH3:45])([CH3:43])[CH3:44], predict the reactants needed to synthesize it. The reactants are: Cl.[NH2:2][C:3]1[CH:7]=[CH:6][NH:5][C:4]=1[C:8]([O:10][CH2:11][CH3:12])=[O:9].C(N(C(C)C)C(C)C)C.[Cl:22][C:23]1[CH:24]=[CH:25][C:26]([CH:46]=O)=[C:27]([C@H:29]([N:31]([C:39]([O:41][C:42]([CH3:45])([CH3:44])[CH3:43])=[O:40])[C:32]([O:34][C:35]([CH3:38])([CH3:37])[CH3:36])=[O:33])[CH3:30])[CH:28]=1.CC(O)=O.[B-]C#N.[Na+]. (4) Given the product [Cl:20][C:15]1[CH:14]=[C:13]([CH:11]2[CH2:12][NH:8][CH2:9][CH:10]2[CH:21]([OH:23])[CH3:22])[CH:18]=[CH:17][C:16]=1[Cl:19], predict the reactants needed to synthesize it. The reactants are: C([N:8]1[CH2:12][CH:11]([C:13]2[CH:18]=[CH:17][C:16]([Cl:19])=[C:15]([Cl:20])[CH:14]=2)[CH:10]([C:21](=[O:23])[CH3:22])[CH2:9]1)C1C=CC=CC=1.[H-].[H-].[H-].[H-].[Li+].[Al+3].